From a dataset of TCR-epitope binding with 47,182 pairs between 192 epitopes and 23,139 TCRs. Binary Classification. Given a T-cell receptor sequence (or CDR3 region) and an epitope sequence, predict whether binding occurs between them. (1) The epitope is KLPDDFTGCV. The TCR CDR3 sequence is CASSQRKRGGLADTQYF. Result: 1 (the TCR binds to the epitope). (2) The epitope is LPPAYTNSF. The TCR CDR3 sequence is CASSLFASGLAGYEQYF. Result: 0 (the TCR does not bind to the epitope).